Predict the reaction yield, written as a fraction of the theoretical maximum amount of product (1.0 means a 100% yield; for example, 0.34 means a 34% yield). From a dataset of Reaction yield outcomes from USPTO patents with 853,638 reactions. (1) The reactants are C[N:2]([CH:4]=[C:5]1[C:9](=O)[CH2:8][N:7]([C:11]([O:13][C:14]([CH3:17])([CH3:16])[CH3:15])=[O:12])[CH2:6]1)C.Cl.[CH:19]1([NH:22]N)[CH2:21][CH2:20]1.CCN(CC)CC. The catalyst is CO.O. The product is [CH:19]1([N:22]2[C:9]3[CH2:8][N:7]([C:11]([O:13][C:14]([CH3:17])([CH3:16])[CH3:15])=[O:12])[CH2:6][C:5]=3[CH:4]=[N:2]2)[CH2:21][CH2:20]1. The yield is 1.00. (2) The reactants are C(OC(=O)[NH:7][C:8]1[CH:13]=[CH:12][C:11]([NH:14][C:15](=[O:24])[CH2:16][C:17]2[CH:22]=[CH:21][C:20]([F:23])=[CH:19][CH:18]=2)=[C:10]([N+:25]([O-:27])=[O:26])[CH:9]=1)(C)(C)C. The product is [NH2:7][C:8]1[CH:13]=[CH:12][C:11]([NH:14][C:15](=[O:24])[CH2:16][C:17]2[CH:22]=[CH:21][C:20]([F:23])=[CH:19][CH:18]=2)=[C:10]([N+:25]([O-:27])=[O:26])[CH:9]=1. The catalyst is C(Cl)Cl. The yield is 0.963. (3) The reactants are [Br:1][C:2]1[S:6][CH:5]=[C:4](C(OCC)=O)[CH:3]=1.[CH3:12][Mg]Br.C([O:17][CH2:18][CH3:19])C. The catalyst is C1COCC1. The product is [Br:1][C:2]1[S:6][CH:5]=[C:4]([C:18]([OH:17])([CH3:19])[CH3:12])[CH:3]=1. The yield is 0.640. (4) The reactants are [NH2:1][C:2]1[C:11]2[C:6](=[CH:7][CH:8]=[CH:9][CH:10]=2)[CH:5]=[CH:4][C:3]=1[C:12]([C:14]1[CH:15]=[C:16]([CH:19]=[CH:20][CH:21]=1)[C:17]#[N:18])=O.[NH2:22][C:23](N)=[O:24]. The catalyst is C(O)(=O)C. The product is [C:17]([C:16]1[CH:15]=[C:14]([C:12]2[C:3]3[C:2](=[C:11]4[CH:10]=[CH:9][CH:8]=[CH:7][C:6]4=[CH:5][CH:4]=3)[NH:1][C:23](=[O:24])[N:22]=2)[CH:21]=[CH:20][CH:19]=1)#[N:18]. The yield is 0.600. (5) The reactants are Br[C:2]1[CH:3]=[C:4]([C:15]2[CH:20]=[CH:19][CH:18]=[C:17]([F:21])[CH:16]=2)[CH:5]=[CH:6][C:7]=1[O:8][CH2:9][O:10][CH2:11][CH2:12][O:13][CH3:14].[F:22][C:23]([F:34])([F:33])[C:24]1[CH:29]=[CH:28][C:27](B(O)O)=[CH:26][N:25]=1.C(=O)([O-])[O-].[K+].[K+]. The catalyst is C(COC)OC.O.C1C=CC([P]([Pd]([P](C2C=CC=CC=2)(C2C=CC=CC=2)C2C=CC=CC=2)([P](C2C=CC=CC=2)(C2C=CC=CC=2)C2C=CC=CC=2)[P](C2C=CC=CC=2)(C2C=CC=CC=2)C2C=CC=CC=2)(C2C=CC=CC=2)C2C=CC=CC=2)=CC=1. The product is [F:21][C:17]1[CH:16]=[C:15]([C:4]2[CH:5]=[CH:6][C:7]([O:8][CH2:9][O:10][CH2:11][CH2:12][O:13][CH3:14])=[C:2]([C:27]3[CH:28]=[CH:29][C:24]([C:23]([F:34])([F:33])[F:22])=[N:25][CH:26]=3)[CH:3]=2)[CH:20]=[CH:19][CH:18]=1. The yield is 0.880. (6) The reactants are [CH3:1][N:2]1[C:7](=[O:8])[C:6]([NH:9][C:10]2[CH:15]=[CH:14][C:13]([N:16]3[CH2:21][CH2:20][N:19]([CH:22]4[CH2:25][O:24][CH2:23]4)[CH2:18][C@@H:17]3[CH3:26])=[CH:12][N:11]=2)=[CH:5][C:4]([C:27]2[C:32]([CH:33]=[O:34])=[C:31]([N:35]3[CH2:46][CH2:45][C:44]4[C:43]5[CH2:42][C:41]([CH3:48])([CH3:47])[CH2:40][C:39]=5[S:38][C:37]=4[C:36]3=[O:49])[N:30]=[CH:29][CH:28]=2)=[CH:3]1.[BH4-].[Na+]. The yield is 0.630. The product is [OH:34][CH2:33][C:32]1[C:31]([N:35]2[CH2:46][CH2:45][C:44]3[C:43]4[CH2:42][C:41]([CH3:48])([CH3:47])[CH2:40][C:39]=4[S:38][C:37]=3[C:36]2=[O:49])=[N:30][CH:29]=[CH:28][C:27]=1[C:4]1[CH:5]=[C:6]([NH:9][C:10]2[CH:15]=[CH:14][C:13]([N:16]3[CH2:21][CH2:20][N:19]([CH:22]4[CH2:25][O:24][CH2:23]4)[CH2:18][C@@H:17]3[CH3:26])=[CH:12][N:11]=2)[C:7](=[O:8])[N:2]([CH3:1])[CH:3]=1. The catalyst is CO. (7) The reactants are Cl[C:2](=[O:8])[C:3]([O:5][CH2:6][CH3:7])=[O:4].[F:9][C:10]([F:19])([F:18])[C:11]1[CH:12]=[C:13]([CH:15]=[CH:16][CH:17]=1)[NH2:14].CCCCCC. The catalyst is C1(C)C=CC=CC=1.[OH-].[Na+].O. The product is [O:8]=[C:2]([NH:14][C:13]1[CH:15]=[CH:16][CH:17]=[C:11]([C:10]([F:9])([F:18])[F:19])[CH:12]=1)[C:3]([O:5][CH2:6][CH3:7])=[O:4]. The yield is 0.870. (8) The reactants are [OH:1][C:2]1[CH:3]=[C:4]([CH:7]=[CH:8][CH:9]=1)[CH2:5][OH:6].C(=O)([O-])[O-].[K+].[K+].[CH:16]1[C:21]([C:22]#[N:23])=[CH:20][N:19]=[C:18](Cl)[CH:17]=1.O. The catalyst is CC(N(C)C)=O. The product is [OH:6][CH2:5][C:4]1[CH:3]=[C:2]([CH:9]=[CH:8][CH:7]=1)[O:1][C:18]1[CH:17]=[CH:16][C:21]([C:22]#[N:23])=[CH:20][N:19]=1. The yield is 0.990. (9) The reactants are [C:1]([O:5][C:6]([NH:8][CH2:9][CH:10]1[CH2:15][CH2:14][N:13]([CH2:16][CH:17]2[CH:20](C(OCC)=O)[CH2:19][CH2:18]2)[CH2:12][CH2:11]1)=[O:7])([CH3:4])([CH3:3])[CH3:2].[OH-:26].[Na+].Cl.C[CH2:30][OH:31]. No catalyst specified. The product is [C:1]([O:5][C:6]([NH:8][CH2:9][CH:10]1[CH2:11][CH2:12][N:13]([CH2:16][C:17]2([C:30]([OH:31])=[O:26])[CH2:18][CH2:19][CH2:20]2)[CH2:14][CH2:15]1)=[O:7])([CH3:2])([CH3:3])[CH3:4]. The yield is 0.980. (10) No catalyst specified. The product is [Cl:9][C:6]1[C:7]([NH2:8])=[C:2]([NH:13][CH2:10][CH2:11][CH3:12])[N:3]=[N:4][CH:5]=1. The reactants are Cl[C:2]1[N:3]=[N:4][CH:5]=[C:6]([Cl:9])[C:7]=1[NH2:8].[CH2:10]([NH2:13])[CH2:11][CH3:12]. The yield is 0.350.